Dataset: Forward reaction prediction with 1.9M reactions from USPTO patents (1976-2016). Task: Predict the product of the given reaction. Given the reactants CC1(C)C(C)(C)OB([C:9]2[CH:19]=[CH:18][C:12]([CH2:13][NH:14][CH:15]([CH3:17])[CH3:16])=[CH:11][CH:10]=2)O1.[NH2:21][C:22]([NH:24][C:25]1[S:26][C:27](Br)=[CH:28][C:29]=1[C:30]([NH2:32])=[O:31])=[O:23].C(=O)([O-])[O-].[Na+].[Na+].COCCOC, predict the reaction product. The product is: [NH2:21][C:22]([NH:24][C:25]1[S:26][C:27]([C:9]2[CH:10]=[CH:11][C:12]([CH2:13][NH:14][CH:15]([CH3:16])[CH3:17])=[CH:18][CH:19]=2)=[CH:28][C:29]=1[C:30]([NH2:32])=[O:31])=[O:23].